This data is from Microsomal clearance measurements from AstraZeneca. The task is: Regression/Classification. Given a drug SMILES string, predict its absorption, distribution, metabolism, or excretion properties. Task type varies by dataset: regression for continuous measurements (e.g., permeability, clearance, half-life) or binary classification for categorical outcomes (e.g., BBB penetration, CYP inhibition). For this dataset (clearance_microsome_az), we predict log10(clearance) (log10 of the in vitro intrinsic clearance, CLint, in uL/min per mg of human liver microsomal protein, equivalently mL/min/g; values are censored to the assay range of 3 to 150, which is 0.477 to 2.18 on this log10 scale). (1) The drug is C[C@H](CO)Nc1nc(SCc2cccc(F)c2F)nc2nc(N)cnc12. The log10(clearance) is 1.08. (2) The compound is Nc1nc2nc(SCc3cccc(F)c3F)nc(O)c2s1. The log10(clearance) is 0.480. (3) The drug is CCN(CC)S(=O)(=O)c1ccc(-c2cc(C(F)(F)F)ccc2OCC(=O)O)cc1. The log10(clearance) is 0.950. (4) The molecule is COc1ccc(OC)c(CNc2[nH]nc3cccc(Oc4ccccc4)c23)c1. The log10(clearance) is 1.04. (5) The molecule is COc1ccc(N(C(=O)c2ccoc2Cl)C(C(=O)NC[C@@H](C)O)c2ccccc2F)c(OC)c1. The log10(clearance) is 1.68. (6) The molecule is Cc1ccc2c(c1)c(-c1ccnc3c(C#N)cccc13)c(C)n2CC(=O)O. The log10(clearance) is 0.480. (7) The molecule is Cc1c(CC(=O)O)c2cc(F)ccc2n1S(=O)(=O)c1ccc(S(C)(=O)=O)cc1. The log10(clearance) is 0.700. (8) The log10(clearance) is 2.10. The compound is CC(C)c1ccc(NC(=O)NCCCSC[C@H]2O[C@@H](n3cnc4c(N)ncnc43)[C@H](O)[C@@H]2O)cc1. (9) The molecule is N#Cc1ccc2[nH]c(-c3ccc(F)cc3)c(CCCC(=O)NS(=O)(=O)C(F)(F)F)c2c1. The log10(clearance) is 1.61. (10) The drug is COc1ccc(CNCc2cccc(CCNC[C@H](O)c3ccc(O)c4[nH]c(=O)sc34)c2)cc1. The log10(clearance) is 1.79.